Dataset: Peptide-MHC class II binding affinity with 134,281 pairs from IEDB. Task: Regression. Given a peptide amino acid sequence and an MHC pseudo amino acid sequence, predict their binding affinity value. This is MHC class II binding data. (1) The binding affinity (normalized) is 0.460. The peptide sequence is DSNIMNSINNVMDEIDFFEK. The MHC is HLA-DPA10201-DPB10501 with pseudo-sequence HLA-DPA10201-DPB10501. (2) The peptide sequence is SKDLELSWNLNGLQAY. The MHC is HLA-DQA10101-DQB10501 with pseudo-sequence HLA-DQA10101-DQB10501. The binding affinity (normalized) is 0.619. (3) The peptide sequence is VDRQWAQDLTLPWQS. The MHC is DRB1_0701 with pseudo-sequence DRB1_0701. The binding affinity (normalized) is 0.305. (4) The peptide sequence is GGGFGMLLRKYGIAA. The MHC is HLA-DPA10201-DPB10101 with pseudo-sequence HLA-DPA10201-DPB10101. The binding affinity (normalized) is 0.153.